From a dataset of NCI-60 drug combinations with 297,098 pairs across 59 cell lines. Regression. Given two drug SMILES strings and cell line genomic features, predict the synergy score measuring deviation from expected non-interaction effect. (1) Drug 1: C(=O)(N)NO. Drug 2: COC1=NC(=NC2=C1N=CN2C3C(C(C(O3)CO)O)O)N. Cell line: HCC-2998. Synergy scores: CSS=-7.63, Synergy_ZIP=3.48, Synergy_Bliss=-0.651, Synergy_Loewe=-4.23, Synergy_HSA=-6.28. (2) Cell line: UACC-257. Drug 2: C1CC(=O)NC(=O)C1N2C(=O)C3=CC=CC=C3C2=O. Drug 1: CCCCC(=O)OCC(=O)C1(CC(C2=C(C1)C(=C3C(=C2O)C(=O)C4=C(C3=O)C=CC=C4OC)O)OC5CC(C(C(O5)C)O)NC(=O)C(F)(F)F)O. Synergy scores: CSS=32.6, Synergy_ZIP=5.93, Synergy_Bliss=3.74, Synergy_Loewe=-7.04, Synergy_HSA=2.95. (3) Drug 1: C1CC(C1)(C(=O)O)C(=O)O.[NH2-].[NH2-].[Pt+2]. Drug 2: CC1=C2C(C(=O)C3(C(CC4C(C3C(C(C2(C)C)(CC1OC(=O)C(C(C5=CC=CC=C5)NC(=O)OC(C)(C)C)O)O)OC(=O)C6=CC=CC=C6)(CO4)OC(=O)C)O)C)O. Cell line: RPMI-8226. Synergy scores: CSS=16.1, Synergy_ZIP=-0.264, Synergy_Bliss=0.616, Synergy_Loewe=-1.47, Synergy_HSA=-1.60. (4) Drug 1: C(CN)CNCCSP(=O)(O)O. Drug 2: CC12CCC3C(C1CCC2OP(=O)(O)O)CCC4=C3C=CC(=C4)OC(=O)N(CCCl)CCCl.[Na+]. Cell line: UO-31. Synergy scores: CSS=11.2, Synergy_ZIP=-0.889, Synergy_Bliss=-1.83, Synergy_Loewe=-12.9, Synergy_HSA=-6.38. (5) Drug 1: C1CCN(CC1)CCOC2=CC=C(C=C2)C(=O)C3=C(SC4=C3C=CC(=C4)O)C5=CC=C(C=C5)O. Drug 2: CS(=O)(=O)CCNCC1=CC=C(O1)C2=CC3=C(C=C2)N=CN=C3NC4=CC(=C(C=C4)OCC5=CC(=CC=C5)F)Cl. Cell line: UACC62. Synergy scores: CSS=-0.942, Synergy_ZIP=1.61, Synergy_Bliss=0.820, Synergy_Loewe=-3.14, Synergy_HSA=-2.41. (6) Drug 1: C1=CC=C(C=C1)NC(=O)CCCCCCC(=O)NO. Drug 2: C1C(C(OC1N2C=NC(=NC2=O)N)CO)O. Cell line: OVCAR-5. Synergy scores: CSS=27.3, Synergy_ZIP=-0.391, Synergy_Bliss=-0.387, Synergy_Loewe=-14.1, Synergy_HSA=-0.440. (7) Drug 1: CC1OCC2C(O1)C(C(C(O2)OC3C4COC(=O)C4C(C5=CC6=C(C=C35)OCO6)C7=CC(=C(C(=C7)OC)O)OC)O)O. Drug 2: C1CC(C1)(C(=O)O)C(=O)O.[NH2-].[NH2-].[Pt+2]. Cell line: SNB-19. Synergy scores: CSS=35.2, Synergy_ZIP=-8.09, Synergy_Bliss=-7.08, Synergy_Loewe=-5.00, Synergy_HSA=-2.72. (8) Drug 1: CC1=C(C=C(C=C1)NC2=NC=CC(=N2)N(C)C3=CC4=NN(C(=C4C=C3)C)C)S(=O)(=O)N.Cl. Drug 2: CC1=C(C(CCC1)(C)C)C=CC(=CC=CC(=CC(=O)O)C)C. Cell line: UACC62. Synergy scores: CSS=6.00, Synergy_ZIP=-0.918, Synergy_Bliss=3.42, Synergy_Loewe=2.96, Synergy_HSA=3.65.